Dataset: Reaction yield outcomes from USPTO patents with 853,638 reactions. Task: Predict the reaction yield, written as a fraction of the theoretical maximum amount of product (1.0 means a 100% yield; for example, 0.34 means a 34% yield). (1) The reactants are [CH2:1]([N:3]([CH:11]1[CH2:16][CH2:15][CH2:14][CH:13]([C:17]2[C:25]3[C:20](=[CH:21][CH:22]=[C:23]([NH:26][C:27]([C:29]4[S:30][CH:31]=[CH:32][CH:33]=4)=[NH:28])[CH:24]=3)[NH:19][CH:18]=2)[CH2:12]1)C(=O)OC(C)(C)C)[CH3:2].C(O)(C(F)(F)F)=O.[NH4+].[OH-]. The catalyst is ClCCl. The product is [CH2:1]([NH:3][CH:11]1[CH2:16][CH2:15][CH2:14][CH:13]([C:17]2[C:25]3[C:20](=[CH:21][CH:22]=[C:23]([NH:26][C:27]([C:29]4[S:30][CH:31]=[CH:32][CH:33]=4)=[NH:28])[CH:24]=3)[NH:19][CH:18]=2)[CH2:12]1)[CH3:2]. The yield is 0.850. (2) The reactants are Br[C:2]([F:9])([F:8])[C:3]([O:5][CH2:6][CH3:7])=[O:4].[CH:10](=[N:17]/[S@:18]([C:20]([CH3:23])([CH3:22])[CH3:21])=[O:19])\[C:11]1[CH:16]=[CH:15][CH:14]=[CH:13][CH:12]=1. The catalyst is C1COCC1.[Zn]. The product is [C:20]([S@@:18]([NH:17][C@@H:10]([C:11]1[CH:12]=[CH:13][CH:14]=[CH:15][CH:16]=1)[C:2]([F:9])([F:8])[C:3]([O:5][CH2:6][CH3:7])=[O:4])=[O:19])([CH3:23])([CH3:21])[CH3:22]. The yield is 0.430. (3) The reactants are C(N(C(C)C)CC)(C)C.[NH2:10][C:11]1[CH:26]=[CH:25][C:24]([Cl:27])=[CH:23][C:12]=1[C:13]([NH:15][CH2:16][CH:17]1[CH2:22][CH2:21][CH2:20][CH2:19][CH2:18]1)=[O:14].[CH3:28][C:29]1[C:37]([Cl:38])=[CH:36][CH:35]=[CH:34][C:30]=1[C:31](O)=[O:32].CN(C(ON1N=NC2C=CC=NC1=2)=[N+](C)C)C.F[P-](F)(F)(F)(F)F. The product is [Cl:38][C:37]1[C:29]([CH3:28])=[C:30]([CH:34]=[CH:35][CH:36]=1)[C:31]([NH:10][C:11]1[CH:26]=[CH:25][C:24]([Cl:27])=[CH:23][C:12]=1[C:13]([NH:15][CH2:16][CH:17]1[CH2:22][CH2:21][CH2:20][CH2:19][CH2:18]1)=[O:14])=[O:32]. The yield is 0.130. No catalyst specified. (4) The reactants are [CH3:1][S:2](Cl)(=[O:4])=[O:3].[F:6][C:7]([F:34])([F:33])[C:8]1[N:12]2[N:13]=[C:14]([N:17]3[CH2:22][CH2:21][CH:20]([C:23]4[CH:32]=[CH:31][C:26]([O:27][CH2:28][CH2:29][OH:30])=[CH:25][CH:24]=4)[CH2:19][CH2:18]3)[CH2:15][CH2:16][C:11]2=[N:10][N:9]=1.C(N(CC)CC)C. The catalyst is C(Cl)Cl. The product is [CH3:1][S:2]([O:30][CH2:29][CH2:28][O:27][C:26]1[CH:31]=[CH:32][C:23]([CH:20]2[CH2:21][CH2:22][N:17]([C:14]3[CH2:15][CH2:16][C:11]4[N:12]([C:8]([C:7]([F:6])([F:33])[F:34])=[N:9][N:10]=4)[N:13]=3)[CH2:18][CH2:19]2)=[CH:24][CH:25]=1)(=[O:4])=[O:3]. The yield is 0.960. (5) The reactants are [Cl:1][C:2]1[CH:3]=[C:4]2[N:9]([C:10]=1[CH2:11][N:12]1[CH2:17][CH2:16][O:15][CH2:14][CH2:13]1)[N:8]=[CH:7][N:6]=[C:5]2[NH2:18].[Br:19]N1C(C)(C)C(=O)N(Br)C1=O. The catalyst is CN(C=O)C. The product is [Br:19][C:3]1[C:2]([Cl:1])=[C:10]([CH2:11][N:12]2[CH2:17][CH2:16][O:15][CH2:14][CH2:13]2)[N:9]2[C:4]=1[C:5]([NH2:18])=[N:6][CH:7]=[N:8]2. The yield is 0.510. (6) The yield is 0.660. The catalyst is C1COCC1.ClCCCl. The reactants are [Br:1][C:2]1[CH:3]=[CH:4][C:5]2[N:6]([C:8]([C:18]([OH:20])=O)=[C:9]([C:11]3[CH:16]=[CH:15][C:14]([F:17])=[CH:13][CH:12]=3)[N:10]=2)[CH:7]=1.C(Cl)(=O)C(Cl)=O.[CH3:27][N:28](C=O)C.CN. The product is [Br:1][C:2]1[CH:3]=[CH:4][C:5]2[N:6]([C:8]([C:18]([NH:28][CH3:27])=[O:20])=[C:9]([C:11]3[CH:12]=[CH:13][C:14]([F:17])=[CH:15][CH:16]=3)[N:10]=2)[CH:7]=1.